Task: Predict the reaction yield, written as a fraction of the theoretical maximum amount of product (1.0 means a 100% yield; for example, 0.34 means a 34% yield).. Dataset: Reaction yield outcomes from USPTO patents with 853,638 reactions (1) The catalyst is C(O)(C(F)(F)F)=O.C(Cl)Cl. The reactants are [CH:1]1([N:6]2[C:10]3[N:11]=[C:12]([NH:15][C:16]4[N:21]=[CH:20][C:19]([N:22]5[CH2:27][CH2:26][N:25](C(OC(C)(C)C)=O)[CH2:24][CH2:23]5)=[CH:18][CH:17]=4)[N:13]=[CH:14][C:9]=3[C:8]3[CH:35]=[CH:36][N:37]=[CH:38][C:7]2=3)[CH2:5][CH2:4][CH2:3][CH2:2]1. The product is [CH:1]1([N:6]2[C:10]3[N:11]=[C:12]([NH:15][C:16]4[CH:17]=[CH:18][C:19]([N:22]5[CH2:27][CH2:26][NH:25][CH2:24][CH2:23]5)=[CH:20][N:21]=4)[N:13]=[CH:14][C:9]=3[C:8]3[CH:35]=[CH:36][N:37]=[CH:38][C:7]2=3)[CH2:2][CH2:3][CH2:4][CH2:5]1. The yield is 0.980. (2) The reactants are [H-].[Na+].[OH:3][CH:4]1[CH2:9][CH2:8][CH:7]([N:10]([CH3:18])[C:11](=[O:17])[O:12][C:13]([CH3:16])([CH3:15])[CH3:14])[CH2:6][CH2:5]1.[Si:19]([O:26][CH2:27][C@H:28]1[CH2:39][CH2:38][C:37]2[S:36][C:35]3[N:34]=[CH:33][N:32]=[C:31](Cl)[C:30]=3[C:29]1=2)([C:22]([CH3:25])([CH3:24])[CH3:23])([CH3:21])[CH3:20]. The catalyst is C1COCC1. The product is [Si:19]([O:26][CH2:27][C@H:28]1[CH2:39][CH2:38][C:37]2[S:36][C:35]3[N:34]=[CH:33][N:32]=[C:31]([O:3][CH:4]4[CH2:9][CH2:8][CH:7]([N:10]([CH3:18])[C:11](=[O:17])[O:12][C:13]([CH3:14])([CH3:15])[CH3:16])[CH2:6][CH2:5]4)[C:30]=3[C:29]1=2)([C:22]([CH3:25])([CH3:23])[CH3:24])([CH3:21])[CH3:20]. The yield is 0.880. (3) The reactants are [CH2:1]([N:8]1[CH:21]=[C:20]([Si](C)(C)C)[C:11]2[C:12]3[CH:18]=[C:17]([CH3:19])[CH:16]=[N:15][C:13]=3[NH:14][C:10]=2[C:9]1=[O:26])[C:2]1[CH:7]=[CH:6][CH:5]=[CH:4][CH:3]=1.[I:27]I. The catalyst is C(O)C.F[B-](F)(F)F.[Ag+]. The product is [CH2:1]([N:8]1[CH:21]=[C:20]([I:27])[C:11]2[C:12]3[CH:18]=[C:17]([CH3:19])[CH:16]=[N:15][C:13]=3[NH:14][C:10]=2[C:9]1=[O:26])[C:2]1[CH:7]=[CH:6][CH:5]=[CH:4][CH:3]=1. The yield is 0.870. (4) The reactants are [Cl:1][C:2]1[CH:3]=[C:4]([CH:19]=[C:20]([Cl:22])[CH:21]=1)[CH2:5][O:6][C:7]1[CH:15]=[CH:14][CH:13]=[C:9]([C:10]([OH:12])=O)[C:8]=1[C:16]([OH:18])=O.Cl.[NH2:24][CH:25]1[CH2:31][CH2:30][C:29](=[O:32])[NH:28][C:26]1=[O:27]. The catalyst is N1C=CC=CC=1. The product is [Cl:22][C:20]1[CH:19]=[C:4]([CH:3]=[C:2]([Cl:1])[CH:21]=1)[CH2:5][O:6][C:7]1[CH:15]=[CH:14][CH:13]=[C:9]2[C:8]=1[C:16](=[O:18])[N:24]([CH:25]1[CH2:31][CH2:30][C:29](=[O:32])[NH:28][C:26]1=[O:27])[C:10]2=[O:12]. The yield is 0.840. (5) The reactants are Cl[C:2]1[C:7]([N+:8]([O-:10])=[O:9])=[CH:6][CH:5]=[CH:4][N:3]=1.[C:11]1([CH3:18])[CH:16]=[CH:15][CH:14]=[C:13]([NH2:17])[CH:12]=1.CCN(CC)CC. The catalyst is CN(C=O)C. The product is [N+:8]([C:7]1[C:2]([NH:17][C:13]2[CH:12]=[C:11]([CH3:18])[CH:16]=[CH:15][CH:14]=2)=[N:3][CH:4]=[CH:5][CH:6]=1)([O-:10])=[O:9]. The yield is 0.700. (6) The reactants are [C:1]([O:5][C:6]([N:8]1[CH2:17][C:12]2([CH2:16][CH2:15][CH2:14][CH2:13]2)[N:11](CC2C=CC=CC=2)[CH2:10][C:9]1([CH3:26])[CH3:25])=[O:7])([CH3:4])([CH3:3])[CH3:2]. The catalyst is CO.[Pd]. The product is [C:1]([O:5][C:6]([N:8]1[CH2:17][C:12]2([CH2:16][CH2:15][CH2:14][CH2:13]2)[NH:11][CH2:10][C:9]1([CH3:26])[CH3:25])=[O:7])([CH3:4])([CH3:2])[CH3:3]. The yield is 0.950. (7) The reactants are [CH3:1][NH:2][C@H:3]([C:7]([NH:9][C@H:10]([C:14]([N:16]([C@@H:18]([C@@H:57]([CH3:60])[CH2:58][CH3:59])[C@H:19]([O:55][CH3:56])[CH2:20][C:21]([N:23]1[CH2:27][CH2:26][CH2:25][C@H:24]1[C@H:28]([O:53][CH3:54])[C@@H:29]([CH3:52])[C:30]([NH:32][C@@H:33]([CH2:42][C:43]1[C:51]2[C:46](=[CH:47][CH:48]=[CH:49][CH:50]=2)[NH:45][CH:44]=1)[C:34]([N:36]1[CH2:41][CH2:40][CH2:39][CH2:38][O:37]1)=[O:35])=[O:31])=[O:22])[CH3:17])=[O:15])[CH:11]([CH3:13])[CH3:12])=[O:8])[CH:4]([CH3:6])[CH3:5].O=[CH:62][CH2:63][CH2:64][CH2:65][CH2:66][C:67]([OH:69])=[O:68].C(O)(=O)C. The catalyst is CO. The product is [C:67]([CH2:66][CH2:65][CH2:64][CH2:63][CH2:62][N:2]([CH3:1])[C@H:3]([C:7]([NH:9][C@H:10]([C:14]([N:16]([C@@H:18]([C@@H:57]([CH3:60])[CH2:58][CH3:59])[C@H:19]([O:55][CH3:56])[CH2:20][C:21]([N:23]1[CH2:27][CH2:26][CH2:25][C@H:24]1[C@H:28]([O:53][CH3:54])[C@@H:29]([CH3:52])[C:30]([NH:32][C@@H:33]([CH2:42][C:43]1[C:51]2[C:46](=[CH:47][CH:48]=[CH:49][CH:50]=2)[NH:45][CH:44]=1)[C:34]([N:36]1[CH2:41][CH2:40][CH2:39][CH2:38][O:37]1)=[O:35])=[O:31])=[O:22])[CH3:17])=[O:15])[CH:11]([CH3:12])[CH3:13])=[O:8])[CH:4]([CH3:5])[CH3:6])([OH:69])=[O:68]. The yield is 0.860.